This data is from Full USPTO retrosynthesis dataset with 1.9M reactions from patents (1976-2016). The task is: Predict the reactants needed to synthesize the given product. (1) Given the product [CH3:28][C:29]1[O:30][C:31]2[CH:46]=[CH:45][CH:44]=[CH:43][C:32]=2[C:33]=1[C:2]1[N:3]=[C:4]([N:22]2[CH2:27][CH2:26][O:25][CH2:24][CH2:23]2)[C:5]2[S:10][C:9]([CH2:11][N:12]3[CH2:15][CH:14]([N:16]4[CH2:21][CH2:20][O:19][CH2:18][CH2:17]4)[CH2:13]3)=[CH:8][C:6]=2[N:7]=1, predict the reactants needed to synthesize it. The reactants are: Cl[C:2]1[N:3]=[C:4]([N:22]2[CH2:27][CH2:26][O:25][CH2:24][CH2:23]2)[C:5]2[S:10][C:9]([CH2:11][N:12]3[CH2:15][CH:14]([N:16]4[CH2:21][CH2:20][O:19][CH2:18][CH2:17]4)[CH2:13]3)=[CH:8][C:6]=2[N:7]=1.[CH3:28][C:29]1[O:30][C:31]2[CH:46]=[CH:45][CH:44]=[CH:43][C:32]=2[C:33]=1B1OC(C)(C)C(C)(C)O1.C([O-])([O-])=O.[Cs+].[Cs+]. (2) Given the product [CH3:25][N:22]1[C:21](=[O:26])[CH:20]=[N:19][N:18]([CH2:17][CH2:16][CH2:15][CH2:14][N:11]2[CH2:10][CH2:9][NH:8][CH2:13][CH2:12]2)[C:23]1=[O:24], predict the reactants needed to synthesize it. The reactants are: C([N:8]1[CH2:13][CH2:12][N:11]([CH2:14][CH2:15][CH2:16][CH2:17][N:18]2[C:23](=[O:24])[N:22]([CH3:25])[C:21](=[O:26])[CH:20]=[N:19]2)[CH2:10][CH2:9]1)C1C=CC=CC=1.